This data is from Reaction yield outcomes from USPTO patents with 853,638 reactions. The task is: Predict the reaction yield, written as a fraction of the theoretical maximum amount of product (1.0 means a 100% yield; for example, 0.34 means a 34% yield). (1) The reactants are [C:1]([O:4][C@H:5]1[CH2:10][CH2:9][C@@H:8](Cl)[CH:7]=[CH:6]1)(=[O:3])[CH3:2].[N-:12]=[N+:13]=[N-:14].[Na+]. The catalyst is CN(C=O)C.[Cl-].[Na+].O.C(OCC)C.O. The product is [C:1]([O:4][C@H:5]1[CH2:10][CH2:9][C@H:8]([N:12]=[N+:13]=[N-:14])[CH:7]=[CH:6]1)(=[O:3])[CH3:2]. The yield is 0.850. (2) The reactants are [N+:1]([CH2:4][C:5]([O:7][CH2:8][CH3:9])=[O:6])([O-:3])=O.[CH:10]([CH:12]1[CH2:17][CH2:16][CH2:15][CH2:14][CH2:13]1)=[CH2:11].N12CCN(CC1)CC2. The catalyst is C(O)C. The product is [C:12]1([CH:10]2[O:3][N:1]=[C:4]([C:5]([O:7][CH2:8][CH3:9])=[O:6])[CH2:11]2)[CH:17]=[CH:16][CH:15]=[CH:14][CH:13]=1. The yield is 0.630.